Dataset: Forward reaction prediction with 1.9M reactions from USPTO patents (1976-2016). Task: Predict the product of the given reaction. (1) Given the reactants [CH3:1][C:2]1[CH:7]=[CH:6][CH:5]=[C:4]([NH2:8])[C:3]=1[NH2:9].Cl[C:11]1[N:19]=[C:18]([C:20]([F:23])([F:22])[F:21])[CH:17]=[CH:16][C:12]=1[C:13](O)=[O:14], predict the reaction product. The product is: [CH3:1][C:2]1[C:3]2[NH:9][C:13](=[O:14])[C:12]3[CH:16]=[CH:17][C:18]([C:20]([F:23])([F:21])[F:22])=[N:19][C:11]=3[NH:8][C:4]=2[CH:5]=[CH:6][CH:7]=1. (2) Given the reactants [Cl:1][C:2]1[CH:3]=[C:4]([C:10]2([C:29]([F:32])([F:31])[F:30])[CH2:14][CH2:13][N:12]([C:15]3[S:16][C:17]([C:24]([O:26]CC)=[O:25])=[C:18]([C:20]([F:23])([F:22])[F:21])[N:19]=3)[CH2:11]2)[CH:5]=[C:6]([Cl:9])[C:7]=1[Cl:8].[OH-].[Na+].Cl, predict the reaction product. The product is: [Cl:9][C:6]1[CH:5]=[C:4]([C:10]2([C:29]([F:32])([F:30])[F:31])[CH2:14][CH2:13][N:12]([C:15]3[S:16][C:17]([C:24]([OH:26])=[O:25])=[C:18]([C:20]([F:23])([F:21])[F:22])[N:19]=3)[CH2:11]2)[CH:3]=[C:2]([Cl:1])[C:7]=1[Cl:8]. (3) Given the reactants Br[C:2]1[CH:35]=[CH:34][C:5]([CH2:6][C:7]2[N:8]([C:20]3[CH:21]=[C:22]([N:26]4[S:30](=[O:32])(=[O:31])[NH:29][C:28](=[O:33])[CH2:27]4)[CH:23]=[CH:24][CH:25]=3)[CH:9]=[C:10]([C:12]3[CH:17]=[CH:16][C:15]([Cl:18])=[CH:14][C:13]=3[Cl:19])[N:11]=2)=[CH:4][CH:3]=1.[CH2:36]([S:44][C:45]1[CH:46]=[C:47](B(O)O)[CH:48]=[CH:49][CH:50]=1)[CH2:37][C:38]1[CH:43]=[CH:42][CH:41]=[CH:40][CH:39]=1, predict the reaction product. The product is: [Cl:19][C:13]1[CH:14]=[C:15]([Cl:18])[CH:16]=[CH:17][C:12]=1[C:10]1[N:11]=[C:7]([CH2:6][C:5]2[CH:4]=[CH:3][C:2]([C:47]3[CH:48]=[CH:49][CH:50]=[C:45]([S:44][CH2:36][CH2:37][C:38]4[CH:43]=[CH:42][CH:41]=[CH:40][CH:39]=4)[CH:46]=3)=[CH:35][CH:34]=2)[N:8]([C:20]2[CH:21]=[C:22]([N:26]3[S:30](=[O:31])(=[O:32])[NH:29][C:28](=[O:33])[CH2:27]3)[CH:23]=[CH:24][CH:25]=2)[CH:9]=1. (4) Given the reactants [CH3:1][N:2]1[C:6]([CH3:7])=[C:5]([CH2:8][CH:9]=O)[C:4]([CH3:11])=[N:3]1.[F:12][C:13]1[CH:18]=[CH:17][C:16]([C:19]2[C:20]([N:25]3[CH2:30][CH2:29][NH:28][CH2:27][CH2:26]3)=[N:21][CH:22]=[CH:23][N:24]=2)=[CH:15][CH:14]=1.C(O)(=O)C.C(O[BH-](OC(=O)C)OC(=O)C)(=O)C.[Na+].C(Cl)[Cl:50], predict the reaction product. The product is: [ClH:50].[F:12][C:13]1[CH:18]=[CH:17][C:16]([C:19]2[C:20]([N:25]3[CH2:26][CH2:27][N:28]([CH2:9][CH2:8][C:5]4[C:4]([CH3:11])=[N:3][N:2]([CH3:1])[C:6]=4[CH3:7])[CH2:29][CH2:30]3)=[N:21][CH:22]=[CH:23][N:24]=2)=[CH:15][CH:14]=1.